From a dataset of Catalyst prediction with 721,799 reactions and 888 catalyst types from USPTO. Predict which catalyst facilitates the given reaction. (1) Reactant: [H-].[Na+].[CH2:3]([O:5][C:6](=[O:20])[CH2:7][O:8][C:9]1[CH:19]=[N:18][CH:17]=[CH:16][C:10]=1[C:11](OCC)=[O:12])[CH3:4]. Product: [OH:12][C:11]1[C:10]2[C:9](=[CH:19][N:18]=[CH:17][CH:16]=2)[O:8][C:7]=1[C:6]([O:5][CH2:3][CH3:4])=[O:20]. The catalyst class is: 1. (2) Reactant: C[O:2][C:3]1[CH:12]=[C:11]2[C:6]([CH2:7][CH2:8][C:9](=[O:14])[N:10]2[CH3:13])=[CH:5][CH:4]=1.B(Br)(Br)Br. Product: [OH:2][C:3]1[CH:12]=[C:11]2[C:6]([CH2:7][CH2:8][C:9](=[O:14])[N:10]2[CH3:13])=[CH:5][CH:4]=1. The catalyst class is: 2.